From a dataset of Reaction yield outcomes from USPTO patents with 853,638 reactions. Predict the reaction yield, written as a fraction of the theoretical maximum amount of product (1.0 means a 100% yield; for example, 0.34 means a 34% yield). The reactants are [H-].[Al+3].[Li+].[H-].[H-].[H-].[NH2:7][C:8]1[C:13]([C:14](OCC)=[O:15])=[CH:12][N:11]=[C:10]([Cl:19])[CH:9]=1. The catalyst is C1COCC1. The product is [NH2:7][C:8]1[CH:9]=[C:10]([Cl:19])[N:11]=[CH:12][C:13]=1[CH2:14][OH:15]. The yield is 0.840.